From a dataset of Experimentally validated miRNA-target interactions with 360,000+ pairs, plus equal number of negative samples. Binary Classification. Given a miRNA mature sequence and a target amino acid sequence, predict their likelihood of interaction. The miRNA is hsa-miR-454-3p with sequence UAGUGCAAUAUUGCUUAUAGGGU. The protein sequence of the target gene is MAGKQAVSASGKWLDGIRKWYYNAAGFNKLGLMRDDTIYEDEDVKEAIRRLPENLYNDRMFRIKRALDLNLKHQILPKEQWTKYEEENFYLEPYLKEVIRERKEREEWAKK. Result: 1 (interaction).